This data is from Forward reaction prediction with 1.9M reactions from USPTO patents (1976-2016). The task is: Predict the product of the given reaction. (1) Given the reactants [CH:1]([C@@H:3]1[CH2:12][C:11]2[C:6](=[CH:7][CH:8]=[CH:9][CH:10]=2)[CH2:5][N:4]1C(OC(C)(C)C)=O)=O.[NH:20]1[CH2:25][CH2:24][CH:23]([OH:26])[CH2:22][CH2:21]1, predict the reaction product. The product is: [CH2:5]1[C:6]2[C:11](=[CH:10][CH:9]=[CH:8][CH:7]=2)[CH2:12][C@@H:3]([CH2:1][N:20]2[CH2:25][CH2:24][CH:23]([OH:26])[CH2:22][CH2:21]2)[NH:4]1. (2) Given the reactants [SH3+].[I-].C(O[C@:11]([N:35]=[C:36]=[O:37])([C:17](=[O:34])[NH:18][C@H:19]1[CH2:28][CH2:27][C:22]2([O:26][CH2:25][CH2:24][O:23]2)[CH2:21][C@H:20]1[C:29]([O:31][CH2:32][CH3:33])=[O:30])[CH2:12][CH2:13][S+](C)C)C1C=CC=CC=1.[C:38](=[O:41])([O-])[O-].[Cs+].[Cs+].CS(C)=O, predict the reaction product. The product is: [CH2:38]([O:41][C:36]([NH:35][C@H:11]1[CH2:12][CH2:13][N:18]([C@H:19]2[CH2:28][CH2:27][C:22]3([O:23][CH2:24][CH2:25][O:26]3)[CH2:21][C@H:20]2[C:29]([O:31][CH2:32][CH3:33])=[O:30])[C:17]1=[O:34])=[O:37])[C:19]1[CH:28]=[CH:27][CH:22]=[CH:21][CH:20]=1. (3) Given the reactants C([Li])(C)(C)C.[CH3:6][C:7]1[NH:11][C:10]2[S:12][CH:13]=[CH:14][C:9]=2[CH:8]=1.[Cl:15][C:16]1[C:25]([Cl:26])=[CH:24][CH:23]=[CH:22][C:17]=1[C:18](OC)=[O:19], predict the reaction product. The product is: [Cl:15][C:16]1[C:25]([Cl:26])=[CH:24][CH:23]=[CH:22][C:17]=1[C:18]([C:13]1[S:12][C:10]2[NH:11][C:7]([CH3:6])=[CH:8][C:9]=2[CH:14]=1)=[O:19]. (4) Given the reactants Br[C:2]1[S:10][C:9]2[C:8](=[O:11])[N:7]([C:12]3[CH:23]=[CH:22][C:15]([O:16][CH2:17][C:18]([CH3:21])([OH:20])[CH3:19])=[C:14]([O:24][CH3:25])[CH:13]=3)[CH:6]=[N:5][C:4]=2[CH:3]=1.[Cl:26][C:27]1[CH:32]=[C:31]([Cl:33])[CH:30]=[CH:29][C:28]=1B(O)O.C([O-])([O-])=O.[Na+].[Na+].N#N, predict the reaction product. The product is: [Cl:26][C:27]1[CH:32]=[C:31]([Cl:33])[CH:30]=[CH:29][C:28]=1[C:2]1[S:10][C:9]2[C:8](=[O:11])[N:7]([C:12]3[CH:23]=[CH:22][C:15]([O:16][CH2:17][C:18]([CH3:21])([OH:20])[CH3:19])=[C:14]([O:24][CH3:25])[CH:13]=3)[CH:6]=[N:5][C:4]=2[CH:3]=1. (5) The product is: [CH:21]1([CH:24]([N:15]2[CH:14]=[C:13]([C:11]3[N:10]4[CH:18]=[CH:19][N:20]=[C:9]4[CH:8]=[C:7]([C:5]4[CH:4]=[N:3][N:2]([CH3:1])[CH:6]=4)[N:12]=3)[CH:17]=[N:16]2)[CH2:25][C:26]([O:28][CH2:29][CH3:30])=[O:27])[CH2:23][CH2:22]1. Given the reactants [CH3:1][N:2]1[CH:6]=[C:5]([C:7]2[N:12]=[C:11]([C:13]3[CH:14]=[N:15][NH:16][CH:17]=3)[N:10]3[CH:18]=[CH:19][N:20]=[C:9]3[CH:8]=2)[CH:4]=[N:3]1.[CH:21]1(/[CH:24]=[CH:25]/[C:26]([O:28][CH2:29][CH3:30])=[O:27])[CH2:23][CH2:22]1.C1CCN2C(=NCCC2)CC1, predict the reaction product. (6) Given the reactants [CH3:1][C@@:2]12[C:18](=[O:19])[CH2:17][CH2:16][C@H:15]1[C@H:14]1[C@@H:5]([C:6]3[CH:7]=[CH:8][C:9]([OH:20])=[CH:10][C:11]=3[CH2:12][CH2:13]1)[CH2:4][CH2:3]2.[C:21]([O-])(=[O:23])C.II, predict the reaction product. The product is: [CH3:1][C@@:2]12[C:18](=[O:19])[CH2:17][CH2:16][C@H:15]1[C@H:14]1[C@@H:5]([C:6]3[C:11]([CH2:12][CH2:13]1)=[CH:10][C:9]([OH:20])=[C:8]([O:23][CH3:21])[CH:7]=3)[CH2:4][CH2:3]2.